From a dataset of Reaction yield outcomes from USPTO patents with 853,638 reactions. Predict the reaction yield, written as a fraction of the theoretical maximum amount of product (1.0 means a 100% yield; for example, 0.34 means a 34% yield). (1) The reactants are [H-].[Na+].[CH2:3]([OH:10])[C:4]1[CH:9]=[CH:8][CH:7]=[CH:6][CH:5]=1.[H][H].F[C:14]1[CH:19]=[CH:18][C:17]([N+:20]([O-:22])=[O:21])=[CH:16][C:15]=1[C:23]([F:26])([F:25])[F:24]. The catalyst is CN(C=O)C. The product is [CH2:3]([O:10][C:14]1[CH:19]=[CH:18][C:17]([N+:20]([O-:22])=[O:21])=[CH:16][C:15]=1[C:23]([F:24])([F:25])[F:26])[C:4]1[CH:9]=[CH:8][CH:7]=[CH:6][CH:5]=1. The yield is 0.830. (2) The reactants are [N:1]1([C:9]([O:11][C:12]([CH3:15])([CH3:14])[CH3:13])=[O:10])[CH2:5][CH2:4][C@H:3]2[CH2:6][NH:7][CH2:8][C@@H:2]12.Br[C:17]1[CH:18]=[C:19]([CH3:24])[C:20]([Cl:23])=[N:21][CH:22]=1. No catalyst specified. The product is [Cl:23][C:20]1[N:21]=[CH:22][C:17]([N:7]2[CH2:6][C@H:3]3[C@H:2]([N:1]([C:9]([O:11][C:12]([CH3:15])([CH3:14])[CH3:13])=[O:10])[CH2:5][CH2:4]3)[CH2:8]2)=[CH:18][C:19]=1[CH3:24]. The yield is 0.410. (3) The reactants are [C:1]([O:5][C:6](=[O:22])[C@@H:7]([NH:11][CH2:12][C:13]1[CH:18]=[CH:17][CH:16]=[CH:15][C:14]=1[N+:19]([O-])=O)[CH:8]([CH3:10])[CH3:9])([CH3:4])([CH3:3])[CH3:2]. The catalyst is CCO.[Ni]. The product is [C:1]([O:5][C:6](=[O:22])[C@@H:7]([NH:11][CH2:12][C:13]1[CH:18]=[CH:17][CH:16]=[CH:15][C:14]=1[NH2:19])[CH:8]([CH3:10])[CH3:9])([CH3:3])([CH3:4])[CH3:2]. The yield is 1.00. (4) The reactants are [CH3:1][O:2][C:3]1[CH:8]=[CH:7][C:6]([CH2:9][C:10]([OH:12])=O)=[CH:5][CH:4]=1.C1(=O)O[C:16](=[O:17])[C:15]2=[CH:19][CH:20]=[CH:21][CH:22]=[C:14]12.C([O-])(=O)C.[Na+]. The catalyst is CCO. The product is [CH3:1][O:2][C:3]1[CH:4]=[CH:5][C:6](/[CH:9]=[C:10]2\[O:12][C:16](=[O:17])[C:15]3[CH:19]=[CH:20][CH:21]=[CH:22][C:14]\2=3)=[CH:7][CH:8]=1. The yield is 0.750. (5) The reactants are CO[C:3](=[O:13])[C:4]1[CH:9]=[C:8]([Cl:10])[CH:7]=[C:6]([Cl:11])[C:5]=1[NH2:12].[C:14]([NH2:18])([CH3:17])([CH3:16])[CH3:15]. The catalyst is CO. The product is [C:14]([NH:18][C:3](=[O:13])[C:4]1[CH:9]=[C:8]([Cl:10])[CH:7]=[C:6]([Cl:11])[C:5]=1[NH2:12])([CH3:17])([CH3:16])[CH3:15]. The yield is 0.904. (6) The product is [CH2:28]([O:27][C:18]1[CH:17]=[C:16]2[C:21](=[C:20]3[CH2:22][C:23]([CH3:26])([CH3:25])[O:24][C:19]=13)[C:12]([C:9]1[CH:10]=[CH:11][C:6]([CH2:5][OH:4])=[CH:7][CH:8]=1)=[N:13][C:14]([CH3:30])([CH3:31])[CH2:15]2)[CH3:29]. The catalyst is CO. The yield is 0.840. The reactants are C([O:4][CH2:5][C:6]1[CH:11]=[CH:10][C:9]([C:12]2[C:21]3[C:16](=[CH:17][C:18]([O:27][CH2:28][CH3:29])=[C:19]4[O:24][C:23]([CH3:26])([CH3:25])[CH2:22][C:20]4=3)[CH2:15][C:14]([CH3:31])([CH3:30])[N:13]=2)=[CH:8][CH:7]=1)(=O)C.[OH-].[Na+]. (7) The reactants are [CH:1]([C:3]1[N:8]=[C:7]2[N:9]([C@H:13]([C:15]3[CH:20]=[CH:19][CH:18]=[CH:17][CH:16]=3)[CH3:14])[C:10]([OH:12])=[N:11][C:6]2=[N:5][CH:4]=1)=[CH2:2]. The catalyst is [Pd].CO. The product is [C:15]1([C@@H:13]([N:9]2[C:7]3=[N:8][C:3]([CH2:1][CH3:2])=[CH:4][N:5]=[C:6]3[N:11]=[C:10]2[OH:12])[CH3:14])[CH:20]=[CH:19][CH:18]=[CH:17][CH:16]=1. The yield is 0.860. (8) The reactants are O.[OH-].[Li+].[CH:4]([C:7]1[N:8]=[C:9]([C:12]([O:14]CC)=[O:13])[S:10][CH:11]=1)([CH3:6])[CH3:5]. The catalyst is O1CCCC1.CO.O. The product is [CH:4]([C:7]1[N:8]=[C:9]([C:12]([OH:14])=[O:13])[S:10][CH:11]=1)([CH3:6])[CH3:5]. The yield is 0.710.